From a dataset of Peptide-MHC class I binding affinity with 185,985 pairs from IEDB/IMGT. Regression. Given a peptide amino acid sequence and an MHC pseudo amino acid sequence, predict their binding affinity value. This is MHC class I binding data. (1) The binding affinity (normalized) is 0.547. The MHC is HLA-A11:01 with pseudo-sequence HLA-A11:01. The peptide sequence is GGFTFKRTK. (2) The peptide sequence is KEENMVKSLV. The MHC is HLA-B40:01 with pseudo-sequence HLA-B40:01. The binding affinity (normalized) is 0.492.